The task is: Predict the reactants needed to synthesize the given product.. This data is from Full USPTO retrosynthesis dataset with 1.9M reactions from patents (1976-2016). (1) Given the product [CH2:20]([O:19][CH:8]1[C:9]2[C:14](=[CH:13][C:12]([O:15][CH3:16])=[C:11]([CH3:17])[C:10]=2[CH3:18])[CH:6]([C:4]2[N:3]=[CH:2][NH:1][CH:5]=2)[CH2:7]1)[CH3:21], predict the reactants needed to synthesize it. The reactants are: [NH:1]1[CH:5]=[C:4]([CH:6]2[C:14]3[C:9](=[C:10]([CH3:18])[C:11]([CH3:17])=[C:12]([O:15][CH3:16])[CH:13]=3)[CH:8]([OH:19])[CH2:7]2)[N:3]=[CH:2]1.[CH2:20](O)[CH3:21]. (2) The reactants are: Cl[C:2]1[N:6]([C:7]2[CH:12]=[CH:11][CH:10]=[CH:9][CH:8]=2)[N:5]=[C:4]([CH3:13])[C:3]=1[CH:14]=[O:15].[Cl:16][C:17]1[CH:18]=[C:19]([SH:24])[CH:20]=[C:21]([Cl:23])[CH:22]=1.C(=O)([O-])[O-].[K+].[K+]. Given the product [Cl:16][C:17]1[CH:18]=[C:19]([S:24][C:2]2[N:6]([C:7]3[CH:12]=[CH:11][CH:10]=[CH:9][CH:8]=3)[N:5]=[C:4]([CH3:13])[C:3]=2[CH:14]=[O:15])[CH:20]=[C:21]([Cl:23])[CH:22]=1, predict the reactants needed to synthesize it. (3) Given the product [Cl:19][C:16]1[CH:17]=[CH:24][C:25]([C:40]2([OH:39])[CH2:41][CH2:42][N:43]([C:13](=[O:15])[C@H:9]([NH:8][C:1](=[O:2])[O:3][C:4]([CH3:5])([CH3:6])[CH3:7])[CH:10]([CH3:11])[CH3:12])[CH2:44][CH2:45]2)=[CH:20][CH:21]=1, predict the reactants needed to synthesize it. The reactants are: [C:1]([NH:8][C@@H:9]([C:13]([OH:15])=O)[CH:10]([CH3:12])[CH3:11])([O:3][C:4]([CH3:7])([CH3:6])[CH3:5])=[O:2].[CH2:16]([Cl:19])[CH2:17]Cl.[CH:20]1[CH:21]=CC2N(O)N=N[C:24]=2[CH:25]=1.CCN(C(C)C)C(C)C.[OH:39][CH:40]1[CH2:45][CH2:44][N:43](C2C=CC(Cl)=CC=2)[CH2:42][CH2:41]1. (4) Given the product [OH:15][B:14]1[C@@H:13]([NH:27][C:28](=[O:40])[CH2:29][C:30]2[CH:31]=[C:32]3[C:36](=[CH:37][CH:38]=2)[CH2:35][N:34]([CH3:39])[CH2:33]3)[CH2:12][C:11]2[CH:10]=[CH:9][CH:8]=[C:4]([C:5]([OH:7])=[O:6])[C:3]=2[O:22]1, predict the reactants needed to synthesize it. The reactants are: CO[C:3]1[C:11]([CH2:12][CH:13]([NH:27][C:28](=[O:40])[CH2:29][C:30]2[CH:31]=[C:32]3[C:36](=[CH:37][CH:38]=2)[CH2:35][N:34]([CH3:39])[CH2:33]3)[B:14]2[O:22]C3C(C)(C4CC(C3)C4(C)C)[O:15]2)=[CH:10][CH:9]=[CH:8][C:4]=1[C:5]([OH:7])=[O:6].Cl.